From a dataset of NCI-60 drug combinations with 297,098 pairs across 59 cell lines. Regression. Given two drug SMILES strings and cell line genomic features, predict the synergy score measuring deviation from expected non-interaction effect. (1) Drug 1: C1=NC2=C(N1)C(=S)N=C(N2)N. Drug 2: COC1=C2C(=CC3=C1OC=C3)C=CC(=O)O2. Cell line: MALME-3M. Synergy scores: CSS=2.55, Synergy_ZIP=-7.38, Synergy_Bliss=-2.36, Synergy_Loewe=-17.8, Synergy_HSA=-4.60. (2) Drug 1: CN1CCC(CC1)COC2=C(C=C3C(=C2)N=CN=C3NC4=C(C=C(C=C4)Br)F)OC. Drug 2: C(CN)CNCCSP(=O)(O)O. Cell line: COLO 205. Synergy scores: CSS=15.8, Synergy_ZIP=3.71, Synergy_Bliss=8.68, Synergy_Loewe=1.49, Synergy_HSA=1.14.